From a dataset of Forward reaction prediction with 1.9M reactions from USPTO patents (1976-2016). Predict the product of the given reaction. The product is: [NH2:1][C:2]1[N:7]=[C:6]([CH:8]2[CH2:13][CH2:12][CH2:11][N:10]([C:14]([O:16][CH2:17][C:18]3[CH:23]=[CH:22][CH:21]=[CH:20][CH:19]=3)=[O:15])[CH2:9]2)[CH:5]=[C:4]([Cl:36])[N:3]=1. Given the reactants [NH2:1][C:2]1[N:7]=[C:6]([CH:8]2[CH2:13][CH2:12][CH2:11][N:10]([C:14]([O:16][CH2:17][C:18]3[CH:23]=[CH:22][CH:21]=[CH:20][CH:19]=3)=[O:15])[CH2:9]2)[CH:5]=[C:4](O)[N:3]=1.C(N(CC)C(C)C)(C)C.P(Cl)(Cl)([Cl:36])=O.[OH-].[Na+], predict the reaction product.